Predict the reaction yield, written as a fraction of the theoretical maximum amount of product (1.0 means a 100% yield; for example, 0.34 means a 34% yield). From a dataset of Reaction yield outcomes from USPTO patents with 853,638 reactions. (1) The reactants are [CH3:1][Si:2]([C:5]#[C:6][C:7]1[CH:12]=[CH:11][C:10]([CH2:13][OH:14])=[CH:9][CH:8]=1)([CH3:4])[CH3:3].N1C=CN=C1.[CH3:20][C:21]([Si:24](Cl)([CH3:26])[CH3:25])([CH3:23])[CH3:22].S([O-])([O-])(=O)=O.[Mg+2]. The catalyst is C1COCC1. The product is [C:21]([Si:24]([CH3:26])([CH3:25])[O:14][CH2:13][C:10]1[CH:9]=[CH:8][C:7]([C:6]#[C:5][Si:2]([CH3:3])([CH3:4])[CH3:1])=[CH:12][CH:11]=1)([CH3:23])([CH3:22])[CH3:20]. The yield is 0.950. (2) The reactants are [Br:1][C:2]1[CH:3]=[C:4]([C:8]2([C:16]3[CH:21]=[CH:20][CH:19]=[CH:18][CH:17]=3)[NH:12][C:11](=S)[N:10]([CH3:14])[C:9]2=[O:15])[CH:5]=[CH:6][CH:7]=1.CO.[NH3:24].C(OO)(C)(C)C. The catalyst is O. The product is [NH2:24][C:11]1[N:10]([CH3:14])[C:9](=[O:15])[C:8]([C:4]2[CH:5]=[CH:6][CH:7]=[C:2]([Br:1])[CH:3]=2)([C:16]2[CH:21]=[CH:20][CH:19]=[CH:18][CH:17]=2)[N:12]=1. The yield is 0.680.